This data is from Full USPTO retrosynthesis dataset with 1.9M reactions from patents (1976-2016). The task is: Predict the reactants needed to synthesize the given product. (1) Given the product [Cl:1][C:2]1[S:6][C:5]([S:7]([NH:10][C:11]([NH:13][C:14]2[CH:19]=[CH:18][C:17]([N:20]3[C:29](=[O:30])[C:28]4[C:23](=[CH:24][C:25]([C:38]5[S:37][CH:41]=[CH:40][CH:39]=5)=[CH:26][CH:27]=4)[N:22]([NH2:45])[C:21]3=[O:32])=[CH:16][CH:15]=2)=[O:12])(=[O:9])=[O:8])=[CH:4][CH:3]=1, predict the reactants needed to synthesize it. The reactants are: [Cl:1][C:2]1[S:6][C:5]([S:7]([NH:10][C:11]([NH:13][C:14]2[CH:19]=[CH:18][C:17]([N:20]3[C:29](=[O:30])[C:28]4[C:23](=[CH:24][C:25](N)=[CH:26][CH:27]=4)[NH:22][C:21]3=[O:32])=[CH:16][CH:15]=2)=[O:12])(=[O:9])=[O:8])=[CH:4][CH:3]=1.C(O)(=O)C.[S:37]1[CH:41]=[CH:40][CH:39]=[C:38]1C=O.C([BH3-])#[N:45].[Na+]. (2) Given the product [Br:1][C:2]1[CH:7]=[CH:6][C:5]([C:8]2[C:9]3[CH:18]=[CH:17][NH:16][C:10]=3[C:11](=[O:15])[N:12]([CH3:14])[CH:13]=2)=[C:4]([O:29][CH3:30])[CH:3]=1, predict the reactants needed to synthesize it. The reactants are: [Br:1][C:2]1[CH:7]=[CH:6][C:5]([C:8]2[C:9]3[CH:18]=[CH:17][N:16](S(C4C=CC(C)=CC=4)(=O)=O)[C:10]=3[C:11](=[O:15])[N:12]([CH3:14])[CH:13]=2)=[C:4]([O:29][CH3:30])[CH:3]=1.[OH-].[K+].O. (3) The reactants are: [NH2:1][C@H:2]1[CH2:6][CH2:5][N:4]([C:7]2[CH:16]=[CH:15][C:14]3[C:9](=[CH:10][CH:11]=[C:12]([Cl:27])[C:13]=3[NH:17][C:18](=[O:26])[CH2:19][CH:20]3[CH2:25][CH2:24][CH2:23][CH2:22][CH2:21]3)[N:8]=2)[CH2:3]1.O=[CH:29][C:30]([O:32][CH2:33][CH3:34])=[O:31].C(O[BH-](OC(=O)C)OC(=O)C)(=O)C.[Na+].[OH-].[Na+]. Given the product [Cl:27][C:12]1[C:13]([NH:17][C:18](=[O:26])[CH2:19][CH:20]2[CH2:25][CH2:24][CH2:23][CH2:22][CH2:21]2)=[C:14]2[C:9](=[CH:10][CH:11]=1)[N:8]=[C:7]([N:4]1[CH2:5][CH2:6][C@H:2]([NH:1][CH2:29][C:30]([O:32][CH2:33][CH3:34])=[O:31])[CH2:3]1)[CH:16]=[CH:15]2, predict the reactants needed to synthesize it. (4) Given the product [F:17][C:8]1[CH:7]=[C:6]([C:11]([O:13][CH2:14][CH3:15])=[O:12])[C:5](=[O:16])[N:4]([CH:1]([CH3:2])[CH3:3])[C:9]=1[CH3:10], predict the reactants needed to synthesize it. The reactants are: [CH:1]([N:4]1[C:9]([CH3:10])=[CH:8][CH:7]=[C:6]([C:11]([O:13][CH2:14][CH3:15])=[O:12])[C:5]1=[O:16])([CH3:3])[CH3:2].[F:17][B-](F)(F)F.F[B-](F)(F)F.ClC[N+]12CC[N+](F)(CC1)CC2. (5) Given the product [CH:21]1([C:18]2[CH:19]=[CH:20][C:11]([NH:10][C:6]3[CH:5]=[C:4]4[C:9](=[CH:8][CH:7]=3)[N:1]([C:25]3[CH:30]=[CH:29][CH:28]=[CH:27][CH:26]=3)[CH:2]=[CH:3]4)=[C:12]([CH:17]=2)[C:13]([O:15][CH3:16])=[O:14])[CH2:23][CH2:22]1, predict the reactants needed to synthesize it. The reactants are: [NH:1]1[C:9]2[C:4](=[CH:5][C:6]([NH:10][C:11]3[CH:20]=[CH:19][C:18]([CH:21]4[CH2:23][CH2:22]4)=[CH:17][C:12]=3[C:13]([O:15][CH3:16])=[O:14])=[CH:7][CH:8]=2)[CH:3]=[CH:2]1.I[C:25]1[CH:30]=[CH:29][CH:28]=[CH:27][CH:26]=1.C1(P(C2CCCCC2)C2C=CC=CC=2C2C(C(C)C)=CC(C(C)C)=CC=2C(C)C)CCCCC1.P([O-])([O-])([O-])=O.[K+].[K+].[K+]. (6) Given the product [CH2:1]([O:8][C:9]([N:11]1[CH2:15][CH2:14][CH2:13][C@H:12]1[C:16](=[O:33])[NH:17][C:18]1[CH:23]=[CH:22][CH:21]=[C:20]([C:42]2[S:43][CH:44]=[C:40]([C:38](=[O:39])[NH:37][CH:34]3[CH2:36][CH2:35]3)[N:41]=2)[CH:19]=1)=[O:10])[C:2]1[CH:7]=[CH:6][CH:5]=[CH:4][CH:3]=1, predict the reactants needed to synthesize it. The reactants are: [CH2:1]([O:8][C:9]([N:11]1[CH2:15][CH2:14][CH2:13][C@H:12]1[C:16](=[O:33])[NH:17][C:18]1[CH:23]=[CH:22][CH:21]=[C:20](B2OC(C)(C)C(C)(C)O2)[CH:19]=1)=[O:10])[C:2]1[CH:7]=[CH:6][CH:5]=[CH:4][CH:3]=1.[CH:34]1([NH:37][C:38]([C:40]2[N:41]=[C:42](Br)[S:43][CH:44]=2)=[O:39])[CH2:36][CH2:35]1.C([O-])(O)=O.[Na+].CN(C=O)C.